Regression. Given two drug SMILES strings and cell line genomic features, predict the synergy score measuring deviation from expected non-interaction effect. From a dataset of Merck oncology drug combination screen with 23,052 pairs across 39 cell lines. (1) Drug 1: N#Cc1ccc(Cn2cncc2CN2CCN(c3cccc(Cl)c3)C(=O)C2)cc1. Drug 2: O=C(O)C1(Cc2cccc(Nc3nccs3)n2)CCC(Oc2cccc(Cl)c2F)CC1. Cell line: HT29. Synergy scores: synergy=23.5. (2) Drug 1: COC1=C2CC(C)CC(OC)C(O)C(C)C=C(C)C(OC(N)=O)C(OC)C=CC=C(C)C(=O)NC(=CC1=O)C2=O. Drug 2: Cn1c(=O)n(-c2ccc(C(C)(C)C#N)cc2)c2c3cc(-c4cnc5ccccc5c4)ccc3ncc21. Cell line: MSTO. Synergy scores: synergy=10.2. (3) Drug 1: CC1CC2C3CCC4=CC(=O)C=CC4(C)C3(F)C(O)CC2(C)C1(O)C(=O)CO. Drug 2: O=C(CCCCCCC(=O)Nc1ccccc1)NO. Cell line: SKMES1. Synergy scores: synergy=9.33. (4) Drug 1: CCN(CC)CCNC(=O)c1c(C)[nH]c(C=C2C(=O)Nc3ccc(F)cc32)c1C. Drug 2: O=C(O)C1(Cc2cccc(Nc3nccs3)n2)CCC(Oc2cccc(Cl)c2F)CC1. Cell line: OCUBM. Synergy scores: synergy=-11.4. (5) Cell line: NCIH460. Synergy scores: synergy=-12.7. Drug 2: CC1(c2nc3c(C(N)=O)cccc3[nH]2)CCCN1. Drug 1: CN(Cc1cnc2nc(N)nc(N)c2n1)c1ccc(C(=O)NC(CCC(=O)O)C(=O)O)cc1. (6) Drug 1: O=C(O)C1(Cc2cccc(Nc3nccs3)n2)CCC(Oc2cccc(Cl)c2F)CC1. Drug 2: NC1CCCCC1N.O=C(O)C(=O)O.[Pt+2]. Cell line: SW620. Synergy scores: synergy=4.30. (7) Drug 1: CC1CC2C3CCC4=CC(=O)C=CC4(C)C3(F)C(O)CC2(C)C1(O)C(=O)CO. Drug 2: O=C(O)C1(Cc2cccc(Nc3nccs3)n2)CCC(Oc2cccc(Cl)c2F)CC1. Cell line: HT29. Synergy scores: synergy=12.0. (8) Drug 1: N.N.O=C(O)C1(C(=O)O)CCC1.[Pt]. Drug 2: Cc1nc(Nc2ncc(C(=O)Nc3c(C)cccc3Cl)s2)cc(N2CCN(CCO)CC2)n1. Cell line: SW837. Synergy scores: synergy=16.8. (9) Drug 1: O=C(O)C1(Cc2cccc(Nc3nccs3)n2)CCC(Oc2cccc(Cl)c2F)CC1. Drug 2: O=C(NOCC(O)CO)c1ccc(F)c(F)c1Nc1ccc(I)cc1F. Cell line: UWB1289. Synergy scores: synergy=27.4. (10) Drug 2: CCc1cnn2c(NCc3ccc[n+]([O-])c3)cc(N3CCCCC3CCO)nc12. Cell line: SW837. Synergy scores: synergy=-21.1. Drug 1: NC1CCCCC1N.O=C(O)C(=O)O.[Pt+2].